Task: Predict the reactants needed to synthesize the given product.. Dataset: Full USPTO retrosynthesis dataset with 1.9M reactions from patents (1976-2016) (1) The reactants are: [Br:1][C:2]1[CH:3]=[C:4]2[C:8](=[CH:9][CH:10]=1)[C:7](=[O:11])[CH2:6][CH2:5]2.[H-].[Na+].[CH3:14][O:15][C:16](=O)[O:17]C. Given the product [CH3:14][O:15][C:16]([CH:6]1[CH2:5][C:4]2[C:8](=[CH:9][CH:10]=[C:2]([Br:1])[CH:3]=2)[C:7]1=[O:11])=[O:17], predict the reactants needed to synthesize it. (2) The reactants are: F[C:2]1[CH:9]=[CH:8][C:5]([C:6]#[N:7])=[CH:4][CH:3]=1.[NH2:10][CH2:11][CH2:12][OH:13].C(=O)([O-])[O-].[K+].[K+]. Given the product [OH:13][CH2:12][CH2:11][NH:10][C:2]1[CH:9]=[CH:8][C:5]([C:6]#[N:7])=[CH:4][CH:3]=1, predict the reactants needed to synthesize it. (3) Given the product [CH3:47][C:35]1[N:34]([CH2:33][C:30]2[CH:31]=[CH:32][C:27]([C:22]3[C:21]([C:19]([OH:20])=[O:18])=[CH:26][CH:25]=[CH:24][CH:23]=3)=[CH:28][CH:29]=2)[C:42]2[C:37]([C:36]=1[CH3:46])=[CH:38][C:39]([C:43](=[O:44])[NH:13][C@H:11]([C:4]1[C:5]3[C:10](=[CH:9][CH:8]=[CH:7][CH:6]=3)[N:1]=[CH:2][CH:3]=1)[CH3:12])=[CH:40][CH:41]=2, predict the reactants needed to synthesize it. The reactants are: [N:1]1[C:10]2[C:5](=[CH:6][CH:7]=[CH:8][CH:9]=2)[C:4]([C@@H:11]([NH2:13])[CH3:12])=[CH:3][CH:2]=1.C([O:18][C:19]([C:21]1[CH:26]=[CH:25][CH:24]=[CH:23][C:22]=1[C:27]1[CH:32]=[CH:31][C:30]([CH2:33][N:34]2[C:42]3[C:37](=[CH:38][C:39]([C:43](O)=[O:44])=[CH:40][CH:41]=3)[C:36]([CH3:46])=[C:35]2[CH3:47])=[CH:29][CH:28]=1)=[O:20])(C)(C)C.